From a dataset of Experimentally validated miRNA-target interactions with 360,000+ pairs, plus equal number of negative samples. Binary Classification. Given a miRNA mature sequence and a target amino acid sequence, predict their likelihood of interaction. (1) The miRNA is hsa-miR-183-5p with sequence UAUGGCACUGGUAGAAUUCACU. The protein sequence of the target gene is MDSGCWLFGGEFEDSVFEERPERRSGPPASYCAKLCEPQWFYEETESSDDVEVLTLKKFKGDLAYRRQEYQKALQEYSSISEKLSSTNFAMKRDVQEGQARCLAHLGRHMEALEIAANLENKATNTDHLTTVLYLQLAICSSLQNLEKTIFCLQKLISLHPFNPWNWGKLAEAYLNLGPALSAALASSQKQHSFTSSDKTIKSFFPHSGKDCLLCFPETLPESSLFSVEANSSNSQKNEKALTNIQNCMAEKRETVLIETQLKACASFIRTRLLLQFTQPQQTSFALERNLRTQQEIEDK.... Result: 0 (no interaction). (2) The miRNA is hsa-miR-6749-3p with sequence CUCCUCCCCUGCCUGGCCCAG. The protein sequence of the target gene is MSINLTVDIYIYLLSNARSVCGKQRSKQLYFLFSPKHYWRISHISLQRGFHTNIIRCKWTKSEAHSCSKHCYSPSNHGLHIGILKLSTSAPKGLTKVNICMSRIKSTLNSVSKAVFGNQNEMISRLAQFKPSSQILRKVSDSGWLKQKNIKQAIKSLKKYSDKSAEKSPFPEEKSHIIDKEEDIGKRSLFHYTSSITTKFGDSFYFLSNHINSYFKRKEKMSQQKENEHFRDKSELEDKKVEEGKLRSPDPGILAYKPGSESVHTVDKPTSPSAIPDVLQVSTKQSIANFLSRPTEGVQA.... Result: 0 (no interaction). (3) The miRNA is hsa-miR-6798-3p with sequence CUACCCCCCAUCCCCCUGUAG. The protein sequence of the target gene is MAAAAAGGAPGPAPGPAGPPPPAAPTSAARAPPQALRRRGDSRRRQAALFFLNNISLDGRPPSLGPGGEKPPPPPAEAREPPAPPPPEPPTGLPARTPAPQGLLSPTQVPTGLGLDGQRQRKRVTSQRCSLEFLEDAVGCAPAQRTKHTSGSPRHKGLKKTHFIKNMRQYDTRNSRIVLICAKRSLCAAFSVLPYGEGLRISDLRVDSQKQRHPSGGVSVSSEMVFELEGVELGADGKVVSYAKFLYPTNALVTHKSDSHGLLPTPRPSVPRTLPGSRHKPAPTKSAPASTELGSDVGDT.... Result: 0 (no interaction). (4) The miRNA is hsa-miR-16-5p with sequence UAGCAGCACGUAAAUAUUGGCG. The protein sequence of the target gene is MSRARDAGCVAAGIVIGASAWYCVYKYTRGKDQKKKRLTKPKNRASVGTGSRARAGLRAGFTIDLGPGFSPPNPVDIEIMNKAQGEASNLATTVAEEVAPAAPSPKVQNGAESKVQELNGAKTEANLESVVMPSATCTVTPPPKVAGGLTAAEAPEIIGAPKVLEAPSTTEASGAVAAPGPTVSPMIAQTPGPVVPSPTIVSTGPAAIPWAVAHPGAVQSPGPAVPPMAVQSLVPAAPSWAVVAPPGAVYIPVAAHFAGPAAASRVTQSPGTVIPPLPPPSSVLPRGVPSVPGRTVQSPG.... Result: 0 (no interaction). (5) The miRNA is cel-miR-39-3p with sequence UCACCGGGUGUAAAUCAGCUUG. The protein sequence of the target gene is MPGGGASAASGRLLTAAEQRGSREAAGSASRSGFGGSGGGRGGASGPGSGSGGPGGPAGRMSLTPKELSSLLSIISEEAGGGSTFEGLSTAFHHYFSKADHFRLGSVLVMLLQQPDLLPSAAQRLTALYLLWEMYRTEPLAANPFAASFAHLLNPAPPARGGQEPDRPPLSGFLPPITPPEKFFLSQLMLAPPRELFKKTPRQIALMDVGNMGQSVDISGLQLALAERQSELPTQSKASFPSILSDPDPDSSNSGFDSSVASQITEALVSGPKPPIESHFRPEFIRPPPPLHICEDELAW.... Result: 0 (no interaction).